Dataset: Reaction yield outcomes from USPTO patents with 853,638 reactions. Task: Predict the reaction yield, written as a fraction of the theoretical maximum amount of product (1.0 means a 100% yield; for example, 0.34 means a 34% yield). (1) The reactants are [Br:1][C:2]1[C:9]([CH3:10])=[CH:8][CH:7]=[CH:6][C:3]=1[CH2:4]Br.[C-:11]#[N:12].[K+]. The catalyst is CN(C)C=O. The product is [Br:1][C:2]1[C:9]([CH3:10])=[CH:8][CH:7]=[CH:6][C:3]=1[CH2:4][C:11]#[N:12]. The yield is 0.440. (2) The reactants are Br[C:2]1[CH:7]=[CH:6][C:5]([S:8]([NH:11][C:12]([CH3:15])([CH3:14])[CH3:13])(=[O:10])=[O:9])=[CH:4][CH:3]=1.[B:16]1([B:16]2[O:20][C:19]([CH3:22])([CH3:21])[C:18]([CH3:24])([CH3:23])[O:17]2)[O:20][C:19]([CH3:22])([CH3:21])[C:18]([CH3:24])([CH3:23])[O:17]1.C([O-])(=O)C.[K+]. The catalyst is C1C=CC(P(C2C=CC=CC=2)[C-]2C=CC=C2)=CC=1.C1C=CC(P(C2C=CC=CC=2)[C-]2C=CC=C2)=CC=1.Cl[Pd]Cl.[Fe+2].C(Cl)Cl.CS(C)=O. The product is [C:12]([NH:11][S:8]([C:5]1[CH:6]=[CH:7][C:2]([B:16]2[O:20][C:19]([CH3:22])([CH3:21])[C:18]([CH3:24])([CH3:23])[O:17]2)=[CH:3][CH:4]=1)(=[O:10])=[O:9])([CH3:15])([CH3:14])[CH3:13]. The yield is 0.860.